From a dataset of Reaction yield outcomes from USPTO patents with 853,638 reactions. Predict the reaction yield, written as a fraction of the theoretical maximum amount of product (1.0 means a 100% yield; for example, 0.34 means a 34% yield). (1) The reactants are [Br:1][C:2]1[CH:10]=[CH:9][CH:8]=[C:7]2[C:3]=1[C:4](O)([C:22]1[C:27]([OH:28])=[CH:26][CH:25]=[C:24]([O:29][CH3:30])[N:23]=1)[C:5](=[O:21])[N:6]2[CH2:11][C:12]1[O:13][C:14]([C:17]([F:20])([F:19])[F:18])=[CH:15][CH:16]=1.C(N(CC)CC)C.S(Cl)(Cl)=O.C(O)(=O)C. The catalyst is ClCCl.[Zn]. The product is [Br:1][C:2]1[CH:10]=[CH:9][CH:8]=[C:7]2[C:3]=1[CH:4]([C:22]1[C:27]([OH:28])=[CH:26][CH:25]=[C:24]([O:29][CH3:30])[N:23]=1)[C:5](=[O:21])[N:6]2[CH2:11][C:12]1[O:13][C:14]([C:17]([F:19])([F:20])[F:18])=[CH:15][CH:16]=1. The yield is 0.490. (2) The reactants are C(=O)(OCC)[O:2][C:3]1[CH:8]=[CH:7][C:6]([S:9]([N:12]2[C:21]3[C:16](=[CH:17][CH:18]=[C:19]([F:22])[CH:20]=3)[N:15]3[C:23]([C:26]#[N:27])=[CH:24][CH:25]=[C:14]3[CH:13]2[CH2:28][CH3:29])(=[O:11])=[O:10])=[CH:5][CH:4]=1.[OH-:34].[Na+]. The catalyst is C(O)C. The product is [CH2:28]([CH:13]1[N:12]([S:9]([C:6]2[CH:5]=[CH:4][C:3]([OH:2])=[CH:8][CH:7]=2)(=[O:11])=[O:10])[C:21]2[C:16](=[CH:17][CH:18]=[C:19]([F:22])[CH:20]=2)[N:15]2[C:23]([C:26]([NH2:27])=[O:34])=[CH:24][CH:25]=[C:14]12)[CH3:29]. The yield is 0.140. (3) The reactants are [CH3:1][CH:2]([CH3:32])[CH2:3][CH:4]([C:22]1[CH:31]=[CH:30][C:25]([C:26]([O:28]C)=[O:27])=[CH:24][N:23]=1)[NH:5][C:6]1[CH:11]=[CH:10][C:9]([C:12]2[CH:17]=[CH:16][C:15]([C:18]([F:21])([F:20])[F:19])=[CH:14][CH:13]=2)=[CH:8][CH:7]=1.[Li+].[OH-].Cl. The catalyst is O.O1CCCC1. The product is [CH3:1][CH:2]([CH3:32])[CH2:3][CH:4]([C:22]1[CH:31]=[CH:30][C:25]([C:26]([OH:28])=[O:27])=[CH:24][N:23]=1)[NH:5][C:6]1[CH:7]=[CH:8][C:9]([C:12]2[CH:13]=[CH:14][C:15]([C:18]([F:21])([F:20])[F:19])=[CH:16][CH:17]=2)=[CH:10][CH:11]=1. The yield is 0.980.